From a dataset of Peptide-MHC class II binding affinity with 134,281 pairs from IEDB. Regression. Given a peptide amino acid sequence and an MHC pseudo amino acid sequence, predict their binding affinity value. This is MHC class II binding data. (1) The binding affinity (normalized) is 0.175. The peptide sequence is DYVRMWVQAATAMSA. The MHC is DRB1_1101 with pseudo-sequence DRB1_1101. (2) The peptide sequence is HVSCRVKLSALTLKG. The MHC is DRB3_0101 with pseudo-sequence DRB3_0101. The binding affinity (normalized) is 0. (3) The peptide sequence is CDGRGKSTRSTTDSG. The MHC is HLA-DQA10201-DQB10301 with pseudo-sequence HLA-DQA10201-DQB10301. The binding affinity (normalized) is 0.324. (4) The peptide sequence is FDAFVAYHIGARIVS. The MHC is DRB1_0701 with pseudo-sequence DRB1_0701. The binding affinity (normalized) is 1.00. (5) The peptide sequence is QIRMAKLLGRDPEQS. The MHC is DRB5_0101 with pseudo-sequence DRB5_0101. The binding affinity (normalized) is 0.362.